Dataset: NCI-60 drug combinations with 297,098 pairs across 59 cell lines. Task: Regression. Given two drug SMILES strings and cell line genomic features, predict the synergy score measuring deviation from expected non-interaction effect. (1) Drug 1: CCN(CC)CCCC(C)NC1=C2C=C(C=CC2=NC3=C1C=CC(=C3)Cl)OC. Drug 2: C1CN(CCN1C(=O)CCBr)C(=O)CCBr. Cell line: HS 578T. Synergy scores: CSS=9.36, Synergy_ZIP=-3.33, Synergy_Bliss=-4.70, Synergy_Loewe=-5.45, Synergy_HSA=-5.35. (2) Drug 1: CC(CN1CC(=O)NC(=O)C1)N2CC(=O)NC(=O)C2. Drug 2: C1=CC(=CC=C1C#N)C(C2=CC=C(C=C2)C#N)N3C=NC=N3. Cell line: MOLT-4. Synergy scores: CSS=52.2, Synergy_ZIP=-0.0273, Synergy_Bliss=1.69, Synergy_Loewe=-1.09, Synergy_HSA=2.13.